Dataset: Catalyst prediction with 721,799 reactions and 888 catalyst types from USPTO. Task: Predict which catalyst facilitates the given reaction. (1) Reactant: [C:1]([N:8]1[CH:13]2[CH2:14][O:15][CH2:16][CH:9]1[CH2:10][C:11](=[O:17])[CH2:12]2)([O:3][C:4]([CH3:7])([CH3:6])[CH3:5])=[O:2].[F:18][C:19]([F:38])([F:37])[S:20](N(C1C=CC=CC=1)[S:20]([C:19]([F:38])([F:37])[F:18])(=[O:22])=[O:21])(=[O:22])=[O:21].C[Si]([N-][Si](C)(C)C)(C)C.[Li+]. Product: [F:18][C:19]([F:38])([F:37])[S:20]([O:17][C:11]1[CH2:10][CH:9]2[N:8]([C:1]([O:3][C:4]([CH3:7])([CH3:6])[CH3:5])=[O:2])[CH:13]([CH2:14][O:15][CH2:16]2)[CH:12]=1)(=[O:22])=[O:21]. The catalyst class is: 7. (2) The catalyst class is: 7. Reactant: [Si]([O:8][C@@H:9]1[C@@:44]2([CH3:45])[C:13](=[CH:14][CH:15]=[C:16]3[C@@H:43]2[CH2:42][CH2:41][C@@:40]2([CH3:46])[C@H:17]3[CH2:18][CH:19]=[C:20]2[C@H:21]([O:23][CH2:24][C:25]#[C:26][C:27]([CH2:38][CH3:39])([O:30][Si](CC)(CC)CC)[CH2:28][CH3:29])[CH3:22])[CH2:12][C@@H:11]([O:47][Si](C(C)(C)C)(C)C)[CH2:10]1)(C(C)(C)C)(C)C.[F-].C([N+](CCCC)(CCCC)CCCC)CCC. Product: [OH:8][C@@H:9]1[C@@:44]2([CH3:45])[C:13](=[CH:14][CH:15]=[C:16]3[C@@H:43]2[CH2:42][CH2:41][C@@:40]2([CH3:46])[C@H:17]3[CH2:18][CH:19]=[C:20]2[C@H:21]([O:23][CH2:24][C:25]#[C:26][C:27]([CH2:38][CH3:39])([OH:30])[CH2:28][CH3:29])[CH3:22])[CH2:12][C@@H:11]([OH:47])[CH2:10]1. (3) Product: [CH3:7][N:8]1[CH:16]=[C:15]2[C:10]([CH:11]=[CH:12][CH:13]=[C:14]2[CH2:17][OH:18])=[N:9]1. Reactant: [H-].[Al+3].[Li+].[H-].[H-].[H-].[CH3:7][N:8]1[CH:16]=[C:15]2[C:10]([CH:11]=[CH:12][CH:13]=[C:14]2[C:17](OC)=[O:18])=[N:9]1.O.[OH-].[Na+]. The catalyst class is: 305. (4) Reactant: [CH3:1][CH2:2][C@@:3]1([OH:31])[C:8](=[O:9])[O:7][CH2:6][C:5]2[C:10]([N:12]3[C:29](=[CH:30][C:4]1=2)[C:28]1[N:27]=[C:17]2[CH:18]=[CH:19][C:20]([OH:26])=[C:21]([CH2:22][N:23]([CH3:25])[CH3:24])[C:16]2=[CH:15][C:14]=1[CH2:13]3)=[O:11].[CH3:32][C:33]([O:36][C:37]([NH:39][CH2:40][C:41]([OH:43])=[O:42])=[O:38])([CH3:35])[CH3:34].C1CCC(N=C=NC2CCCCC2)CC1. Product: [CH3:35][C:33]([O:36][C:37]([NH:39][CH2:40][C:41]([OH:43])=[O:42])=[O:38])([CH3:32])[CH3:34].[CH3:1][CH2:2][C@@:3]1([OH:31])[C:8](=[O:9])[O:7][CH2:6][C:5]2[C:10]([N:12]3[C:29](=[CH:30][C:4]1=2)[C:28]1[N:27]=[C:17]2[CH:18]=[CH:19][C:20]([OH:26])=[C:21]([CH2:22][N:23]([CH3:24])[CH3:25])[C:16]2=[CH:15][C:14]=1[CH2:13]3)=[O:11]. The catalyst class is: 166. (5) Product: [CH3:1][N:2]1[CH2:3][CH2:4][C:5]([CH2:9][C:10]([N:50]2[CH2:51][CH2:52][C:47]3([CH:45]([CH2:53][NH:54][C:55]([C:57]4[O:65][C:60]5=[CH:61][N:62]=[CH:63][CH:64]=[C:59]5[CH:58]=4)=[O:56])[CH2:46]3)[CH2:48][CH2:49]2)=[O:12])([CH3:8])[CH2:6][CH2:7]1. Reactant: [CH3:1][N:2]1[CH2:7][CH2:6][C:5]([CH2:9][C:10]([OH:12])=O)([CH3:8])[CH2:4][CH2:3]1.CCN=C=NCCCN(C)C.C1C=CC2N(O)N=NC=2C=1.CCN(C(C)C)C(C)C.Cl.Cl.[CH:45]1([CH2:53][NH:54][C:55]([C:57]2[O:65][C:60]3=[CH:61][N:62]=[CH:63][CH:64]=[C:59]3[CH:58]=2)=[O:56])[C:47]2([CH2:52][CH2:51][NH:50][CH2:49][CH2:48]2)[CH2:46]1. The catalyst class is: 3.